Dataset: NCI-60 drug combinations with 297,098 pairs across 59 cell lines. Task: Regression. Given two drug SMILES strings and cell line genomic features, predict the synergy score measuring deviation from expected non-interaction effect. (1) Drug 1: C#CCC(CC1=CN=C2C(=N1)C(=NC(=N2)N)N)C3=CC=C(C=C3)C(=O)NC(CCC(=O)O)C(=O)O. Drug 2: COC1=C2C(=CC3=C1OC=C3)C=CC(=O)O2. Cell line: CCRF-CEM. Synergy scores: CSS=-9.28, Synergy_ZIP=3.61, Synergy_Bliss=-2.56, Synergy_Loewe=-9.97, Synergy_HSA=-9.89. (2) Drug 1: C(=O)(N)NO. Drug 2: C1=NC2=C(N=C(N=C2N1C3C(C(C(O3)CO)O)F)Cl)N. Cell line: EKVX. Synergy scores: CSS=-0.892, Synergy_ZIP=-2.95, Synergy_Bliss=-8.29, Synergy_Loewe=-3.45, Synergy_HSA=-5.40. (3) Drug 1: CC1C(C(CC(O1)OC2CC(CC3=C2C(=C4C(=C3O)C(=O)C5=C(C4=O)C(=CC=C5)OC)O)(C(=O)CO)O)N)O.Cl. Drug 2: C1=CC(=CC=C1CC(C(=O)O)N)N(CCCl)CCCl.Cl. Cell line: HOP-92. Synergy scores: CSS=28.2, Synergy_ZIP=-7.07, Synergy_Bliss=-3.65, Synergy_Loewe=-2.07, Synergy_HSA=-1.48. (4) Drug 1: C1CC(=O)NC(=O)C1N2CC3=C(C2=O)C=CC=C3N. Drug 2: C1=NNC2=C1C(=O)NC=N2. Cell line: SR. Synergy scores: CSS=20.9, Synergy_ZIP=6.05, Synergy_Bliss=5.40, Synergy_Loewe=1.06, Synergy_HSA=5.35. (5) Drug 1: CCCS(=O)(=O)NC1=C(C(=C(C=C1)F)C(=O)C2=CNC3=C2C=C(C=N3)C4=CC=C(C=C4)Cl)F. Drug 2: CCC1(C2=C(COC1=O)C(=O)N3CC4=CC5=C(C=CC(=C5CN(C)C)O)N=C4C3=C2)O.Cl. Cell line: MDA-MB-231. Synergy scores: CSS=28.6, Synergy_ZIP=1.03, Synergy_Bliss=5.05, Synergy_Loewe=-65.2, Synergy_HSA=3.24. (6) Drug 1: CC1C(C(CC(O1)OC2CC(CC3=C2C(=C4C(=C3O)C(=O)C5=C(C4=O)C(=CC=C5)OC)O)(C(=O)C)O)N)O.Cl. Drug 2: C1=CC=C(C=C1)NC(=O)CCCCCCC(=O)NO. Cell line: SN12C. Synergy scores: CSS=31.6, Synergy_ZIP=-1.80, Synergy_Bliss=5.12, Synergy_Loewe=-1.24, Synergy_HSA=5.81.